This data is from CYP2C19 inhibition data for predicting drug metabolism from PubChem BioAssay. The task is: Regression/Classification. Given a drug SMILES string, predict its absorption, distribution, metabolism, or excretion properties. Task type varies by dataset: regression for continuous measurements (e.g., permeability, clearance, half-life) or binary classification for categorical outcomes (e.g., BBB penetration, CYP inhibition). Dataset: cyp2c19_veith. (1) The molecule is CN(C)Cc1ccccc1-c1cc(N(C)Cc2ccco2)ncn1. The result is 0 (non-inhibitor). (2) The compound is Nc1ccc(Sc2ccccc2CC(=O)O)cc1. The result is 1 (inhibitor). (3) The compound is O=C(c1sc2ccccc2c1Cl)N(Cc1ccccc1)C1CCS(=O)(=O)C1. The result is 1 (inhibitor). (4) The compound is Cc1nn(C(C)C(=O)N2CCc3ccccc32)c(C)c1[N+](=O)[O-]. The result is 1 (inhibitor). (5) The result is 0 (non-inhibitor). The molecule is N#Cc1cccc(NC(=O)N2CCC3(CC2)CCN(C(=O)c2csnn2)CC3)c1.